Predict the product of the given reaction. From a dataset of Forward reaction prediction with 1.9M reactions from USPTO patents (1976-2016). (1) Given the reactants [CH2:1]([N:3]1[C:7]([C:8](=[O:10])[CH3:9])=[CH:6][N:5]=[C:4]1[CH2:11][CH2:12][CH3:13])[CH3:2].[CH3:14][N:15]([CH:17]=O)[CH3:16].C[C:14]([N:15]([CH3:17])[CH3:16])=O, predict the reaction product. The product is: [CH3:14][N:15]([CH3:17])[CH:16]=[CH:9][C:8]([C:7]1[N:3]([CH2:1][CH3:2])[C:4]([CH2:11][CH2:12][CH3:13])=[N:5][CH:6]=1)=[O:10]. (2) The product is: [NH2:1][C:2]1[N:7]=[CH:6][C:5]([C:8]2[CH:9]=[CH:10][C:11]3[N:17]4[C:18]([CH3:21])=[N:19][N:20]=[C:16]4[CH:15]([CH3:22])[CH2:14][N:13]([C:23]4[CH:24]=[CH:25][C:26]([C:27]([NH2:28])=[O:53])=[CH:29][CH:30]=4)[C:12]=3[CH:31]=2)=[CH:4][CH:3]=1. Given the reactants [NH2:1][C:2]1[N:7]=[CH:6][C:5]([C:8]2[CH:9]=[CH:10][C:11]3[N:17]4[C:18]([CH3:21])=[N:19][N:20]=[C:16]4[CH:15]([CH3:22])[CH2:14][N:13]([C:23]4[CH:30]=[CH:29][C:26]([C:27]#[N:28])=[CH:25][CH:24]=4)[C:12]=3[CH:31]=2)=[CH:4][CH:3]=1.C1(P(C2C=CC=CC=2)C2C=CC=CC=2)C=CC=CC=1.C([OH:53])C.O, predict the reaction product. (3) Given the reactants [Br:1][C:2]1[C:10]2[O:9][CH2:8][C@H:7]([N:11](C(=O)C(F)(F)F)[C:12]3[CH:25]=[CH:24][C:15]4[C@H:16]([CH2:19][C:20]([O:22]C)=[O:21])[CH2:17][O:18][C:14]=4[CH:13]=3)[C:6]=2[CH:5]=[CH:4][CH:3]=1.[OH-].[Na+].Cl, predict the reaction product. The product is: [Br:1][C:2]1[C:10]2[O:9][CH2:8][C@H:7]([NH:11][C:12]3[CH:25]=[CH:24][C:15]4[C@H:16]([CH2:19][C:20]([OH:22])=[O:21])[CH2:17][O:18][C:14]=4[CH:13]=3)[C:6]=2[CH:5]=[CH:4][CH:3]=1. (4) Given the reactants [OH:1][CH2:2][CH:3]1[CH2:8][CH2:7][CH:6]([N:9]2[CH2:14][CH2:13][N:12]([C:15]([O:17][C:18]([CH3:21])([CH3:20])[CH3:19])=[O:16])[CH2:11][C@@H:10]2[CH3:22])[CH2:5][CH2:4]1.C(N(CC)CC)C.[CH3:30][S:31](Cl)(=[O:33])=[O:32], predict the reaction product. The product is: [CH3:22][C@@H:10]1[N:9]([CH:6]2[CH2:5][CH2:4][CH:3]([CH2:2][O:1][S:31]([CH3:30])(=[O:33])=[O:32])[CH2:8][CH2:7]2)[CH2:14][CH2:13][N:12]([C:15]([O:17][C:18]([CH3:21])([CH3:20])[CH3:19])=[O:16])[CH2:11]1. (5) Given the reactants [CH3:1][O-:2].[Na+].Cl[C:5]1[C:10]([NH2:11])=[C:9](Cl)[N:8]=[C:7]([CH3:13])[N:6]=1.[CH3:14][OH:15], predict the reaction product. The product is: [CH3:1][O:2][C:5]1[C:10]([NH2:11])=[C:9]([O:15][CH3:14])[N:8]=[C:7]([CH3:13])[N:6]=1. (6) Given the reactants [CH2:1]([O:4][P:5]([O:11][CH2:12][C:13]1[CH:30]=[C:29]([F:31])[CH:28]=[CH:27][C:14]=1[C:15]([O:17]CC1C=CC(OC)=CC=1)=[O:16])([O:7][CH2:8][CH:9]=[CH2:10])=[O:6])[CH:2]=[CH2:3].C1(OC)C=CC=CC=1.FC(F)(F)C(O)=O, predict the reaction product. The product is: [CH2:8]([O:7][P:5]([O:11][CH2:12][C:13]1[CH:30]=[C:29]([F:31])[CH:28]=[CH:27][C:14]=1[C:15]([OH:17])=[O:16])([O:4][CH2:1][CH:2]=[CH2:3])=[O:6])[CH:9]=[CH2:10]. (7) Given the reactants [CH3:1][C:2]1[CH:7]=[CH:6][CH:5]=[C:4]([C:8]#[C:9][CH:10]=[C:11]2[CH2:16][CH2:15][NH:14][CH2:13][CH2:12]2)[N:3]=1.[CH3:17][CH:18]1[CH2:22][CH2:21][C:20](=O)[C:19]1=[O:24].C(O)(=O)C, predict the reaction product. The product is: [CH3:17][CH:18]1[C:19](=[O:24])[C:20]([N:14]2[CH2:13][CH2:12][C:11](=[CH:10][C:9]#[C:8][C:4]3[CH:5]=[CH:6][CH:7]=[C:2]([CH3:1])[N:3]=3)[CH2:16][CH2:15]2)=[CH:21][CH2:22]1.